This data is from Choline transporter screen with 302,306 compounds. The task is: Binary Classification. Given a drug SMILES string, predict its activity (active/inactive) in a high-throughput screening assay against a specified biological target. (1) The drug is S(CC(=O)c1ccccc1)c1nc(N)cc(n1)N. The result is 0 (inactive). (2) The molecule is O=c1n(c2c(nc1c1ccccc1)cccc2)C. The result is 0 (inactive). (3) The drug is O=C1N(C(=C(/C1=C\c1occc1)C(OC)=O)C)c1cc(OC)c(OC)cc1. The result is 0 (inactive). (4) The compound is Brc1c(NC(=O)CN2CCOCC2)ccc([N+]([O-])=O)c1. The result is 0 (inactive). (5) The molecule is O(CC(=O)c1cc(OC)c(OC)cc1)C(=O)c1c(OCC)nccc1. The result is 0 (inactive). (6) The compound is FC(F)(F)c1cc(NC(=O)CCCN2C(=O)CCC2=O)ccc1. The result is 0 (inactive).